Dataset: Full USPTO retrosynthesis dataset with 1.9M reactions from patents (1976-2016). Task: Predict the reactants needed to synthesize the given product. (1) The reactants are: [C:9](O[C:9]([O:11][C:12]([CH3:15])([CH3:14])[CH3:13])=[O:10])([O:11][C:12]([CH3:15])([CH3:14])[CH3:13])=[O:10].C(=O)(O)[O-].[Na+].Cl.[NH2:22][C@@H:23]([CH2:27][CH:28]([S:33][S:34][CH3:35])[CH2:29][N:30]=[N+:31]=[N-:32])[C:24]([OH:26])=[O:25].O. Given the product [N:30]([CH2:29][CH:28]([S:33][S:34][CH3:35])[CH2:27][C@H:23]([NH:22][C:9]([O:11][C:12]([CH3:13])([CH3:14])[CH3:15])=[O:10])[C:24]([OH:26])=[O:25])=[N+:31]=[N-:32], predict the reactants needed to synthesize it. (2) Given the product [C:1]([O:4][C@H:5]1[C@H:10]([NH:11][C:12]([NH:30][CH2:29][CH2:28][F:27])=[S:13])[C@@H:9]([O:14][C:15](=[O:17])[CH3:16])[C@H:8]([O:18][C:19](=[O:21])[CH3:20])[C@@H:7]([CH2:22][O:23][C:24](=[O:26])[CH3:25])[O:6]1)(=[O:3])[CH3:2], predict the reactants needed to synthesize it. The reactants are: [C:1]([O:4][C@H:5]1[C@H:10]([N:11]=[C:12]=[S:13])[C@@H:9]([O:14][C:15](=[O:17])[CH3:16])[C@H:8]([O:18][C:19](=[O:21])[CH3:20])[C@@H:7]([CH2:22][O:23][C:24](=[O:26])[CH3:25])[O:6]1)(=[O:3])[CH3:2].[F:27][CH2:28][CH2:29][NH2:30]. (3) The reactants are: [F:1][C:2]([F:13])([F:12])[C:3]1[N:8]=[CH:7][C:6](B(O)O)=[CH:5][CH:4]=1.Br[C:15]1[N:20]=[C:19]([CH3:21])[C:18]([CH3:22])=[CH:17][CH:16]=1.C([O-])([O-])=O.[K+].[K+].COCCOC. Given the product [CH3:22][C:18]1[CH:17]=[CH:16][C:15]([C:6]2[CH:7]=[N:8][C:3]([C:2]([F:13])([F:12])[F:1])=[CH:4][CH:5]=2)=[N:20][C:19]=1[CH3:21], predict the reactants needed to synthesize it. (4) Given the product [C:1]([O:5][C:6](=[O:30])[NH:7][C:8]([CH3:29])([CH3:28])[C:9]([N:11]1[CH2:16][CH2:15][N:14]([C:17]2[CH:18]=[N:19][C:20]3[C:25]([CH:26]=2)=[N:24][C:23]([C:38]2[CH:39]=[CH:40][C:34]4[O:33][C:32]([NH2:31])=[N:36][C:35]=4[CH:37]=2)=[CH:22][CH:21]=3)[CH2:13][CH2:12]1)=[O:10])([CH3:4])([CH3:3])[CH3:2], predict the reactants needed to synthesize it. The reactants are: [C:1]([O:5][C:6](=[O:30])[NH:7][C:8]([CH3:29])([CH3:28])[C:9]([N:11]1[CH2:16][CH2:15][N:14]([C:17]2[CH:18]=[N:19][C:20]3[C:25]([CH:26]=2)=[N:24][C:23](Cl)=[CH:22][CH:21]=3)[CH2:13][CH2:12]1)=[O:10])([CH3:4])([CH3:3])[CH3:2].[NH2:31][C:32]1[O:33][C:34]2[CH:40]=[CH:39][C:38](B(O)O)=[CH:37][C:35]=2[N:36]=1.C(=O)([O-])[O-].[Na+].[Na+]. (5) Given the product [N:1]1[N:2]([C:6]2[CH:11]=[CH:10][CH:9]=[CH:8][C:7]=2[C:12]([N:14]2[CH2:19][C@@H:18]([OH:20])[CH2:17][CH2:16][C@H:15]2[CH3:21])=[O:13])[N:3]=[CH:4][CH:5]=1, predict the reactants needed to synthesize it. The reactants are: [N:1]1[N:2]([C:6]2[CH:11]=[CH:10][CH:9]=[CH:8][C:7]=2[C:12]([N:14]2[CH2:19][C@H:18]([OH:20])[CH2:17][CH2:16][C@H:15]2[CH3:21])=[O:13])[N:3]=[CH:4][CH:5]=1.O[C@H]1CN(C(OCC2C=CC=CC=2)=O)[C@H](C)CC1. (6) Given the product [C:16]([C:13]1[CH:12]=[CH:11][C:10]([N:8]2[CH:9]=[C:5]([CH2:4][CH2:3][CH2:2][O:1][C:22]3[C:27]([O:28][CH3:29])=[CH:26][CH:25]=[CH:24][C:23]=3[CH2:30][C:31]([OH:33])=[O:32])[C:6]([CH:18]([CH3:20])[CH3:19])=[N:7]2)=[N:15][CH:14]=1)#[N:17], predict the reactants needed to synthesize it. The reactants are: [OH:1][CH2:2][CH2:3][CH2:4][C:5]1[C:6]([CH:18]([CH3:20])[CH3:19])=[N:7][N:8]([C:10]2[N:15]=[CH:14][C:13]([C:16]#[N:17])=[CH:12][CH:11]=2)[CH:9]=1.O[C:22]1[C:27]([O:28][CH3:29])=[CH:26][CH:25]=[CH:24][C:23]=1[CH2:30][C:31]([O:33]C)=[O:32].C(P(CCCC)CCCC)CCC.N(C(N1CCCCC1)=O)=NC(N1CCCCC1)=O. (7) Given the product [CH2:8]([O:11][C:12]1[C:20]([OH:21])=[CH:19][CH:18]=[C:17]2[C:13]=1[CH:14]=[N:15][NH:16]2)[CH2:9][CH3:10], predict the reactants needed to synthesize it. The reactants are: FC(F)(F)C(O)=O.[CH2:8]([O:11][C:12]1[C:20]([O:21]C2CCCCO2)=[CH:19][CH:18]=[C:17]2[C:13]=1[CH:14]=[N:15][N:16]2C1CCCCO1)[CH2:9][CH3:10].[OH-].[Na+]. (8) The reactants are: [N:1]1[C:10]2[NH:9][CH2:8][CH2:7][CH2:6][C:5]=2[CH:4]=[CH:3][C:2]=1[CH2:11][CH2:12][CH2:13][NH:14]C(=O)OC(C)(C)C.C(O)(C(F)(F)F)=O. Given the product [N:1]1[C:10]2[NH:9][CH2:8][CH2:7][CH2:6][C:5]=2[CH:4]=[CH:3][C:2]=1[CH2:11][CH2:12][CH2:13][NH2:14], predict the reactants needed to synthesize it. (9) Given the product [C:32]([NH:35][CH2:36][CH2:37][O:38][C:39]1[CH:47]=[CH:46][C:45]([Cl:48])=[CH:44][C:40]=1[C:41]([NH:1][CH:2]1[C:8](=[O:9])[NH:7][C:6]2[CH:19]=[CH:20][CH:21]=[CH:22][C:5]=2[C:4]([C:23]2[C:28]([Cl:29])=[CH:27][C:26]([Cl:30])=[CH:25][C:24]=2[Cl:31])=[N:3]1)=[O:42])(=[O:34])[CH3:33], predict the reactants needed to synthesize it. The reactants are: [NH2:1][CH:2]1[C:8](=[O:9])[N:7](CC2C=CC(OC)=CC=2)[C:6]2[CH:19]=[CH:20][CH:21]=[CH:22][C:5]=2[C:4]([C:23]2[C:28]([Cl:29])=[CH:27][C:26]([Cl:30])=[CH:25][C:24]=2[Cl:31])=[N:3]1.[C:32]([NH:35][CH2:36][CH2:37][O:38][C:39]1[CH:47]=[CH:46][C:45]([Cl:48])=[CH:44][C:40]=1[C:41](O)=[O:42])(=[O:34])[CH3:33]. (10) Given the product [CH2:46]([O:45][P:36](=[O:53])([O:37][CH2:38][C:39]1[CH:40]=[CH:41][CH:42]=[CH:43][CH:44]=1)[O:1][CH2:2][N:3]1[C:7](=[O:8])[C:6]([C:15]2[CH:16]=[CH:17][CH:18]=[CH:19][CH:20]=2)([C:9]2[CH:14]=[CH:13][CH:12]=[CH:11][CH:10]=2)[NH:5][C:4]1=[O:21])[C:47]1[CH:48]=[CH:49][CH:50]=[CH:51][CH:52]=1, predict the reactants needed to synthesize it. The reactants are: [OH:1][CH2:2][N:3]1[C:7](=[O:8])[C:6]([C:15]2[CH:20]=[CH:19][CH:18]=[CH:17][CH:16]=2)([C:9]2[CH:14]=[CH:13][CH:12]=[CH:11][CH:10]=2)[NH:5][C:4]1=[O:21].N1C=CC=CC=1.BrN1C(=O)CCC1=O.[P:36]([O-:53])([O:45][CH2:46][C:47]1[CH:52]=[CH:51][CH:50]=[CH:49][CH:48]=1)[O:37][CH2:38][C:39]1[CH:44]=[CH:43][CH:42]=[CH:41][CH:40]=1.S([O-])([O-])(=O)=S.[Na+].[Na+].